From a dataset of Forward reaction prediction with 1.9M reactions from USPTO patents (1976-2016). Predict the product of the given reaction. (1) The product is: [NH2:1][C:4]1[CH:5]=[CH:6][C:7]([N:12]2[CH:16]=[N:15][CH:14]=[N:13]2)=[C:8]([CH:11]=1)[C:9]#[N:10]. Given the reactants [N+:1]([C:4]1[CH:5]=[CH:6][C:7]([N:12]2[CH:16]=[N:15][CH:14]=[N:13]2)=[C:8]([CH:11]=1)[C:9]#[N:10])([O-])=O.[Cl-].[NH4+].[In], predict the reaction product. (2) Given the reactants C([O-])([O-])=O.[K+].[K+].[Br:7][C:8]1[C:18]([OH:19])=[C:17]([Br:20])[CH:16]=[CH:15][C:9]=1[C:10]([O:12][CH2:13][CH3:14])=[O:11].[CH2:21]([N:24]([CH2:29][CH2:30][CH3:31])[C:25](=[O:28])[CH2:26]Cl)[CH2:22][CH3:23].O, predict the reaction product. The product is: [Br:7][C:8]1[C:18]([O:19][CH2:26][C:25]([N:24]([CH2:29][CH2:30][CH3:31])[CH2:21][CH2:22][CH3:23])=[O:28])=[C:17]([Br:20])[CH:16]=[CH:15][C:9]=1[C:10]([O:12][CH2:13][CH3:14])=[O:11]. (3) Given the reactants [CH2:1]([C:3]1[C:10]([C:11]2[CH:12]=[N:13][C:14]([C:17]3[CH:22]=[CH:21][C:20]([O:23][CH:24]([CH3:26])[CH3:25])=[C:19]([C:27]([F:30])([F:29])[F:28])[CH:18]=3)=[N:15][CH:16]=2)=[CH:9][CH:8]=[CH:7][C:4]=1[CH:5]=O)[CH3:2].[NH2:31][C:32]1([C:35]([OH:37])=[O:36])[CH2:34][CH2:33]1.C(O[BH-](OC(=O)C)OC(=O)C)(=O)C.[Na+].C([O-])(O)=O.[Na+], predict the reaction product. The product is: [CH2:1]([C:3]1[C:10]([C:11]2[CH:16]=[N:15][C:14]([C:17]3[CH:22]=[CH:21][C:20]([O:23][CH:24]([CH3:26])[CH3:25])=[C:19]([C:27]([F:29])([F:30])[F:28])[CH:18]=3)=[N:13][CH:12]=2)=[CH:9][CH:8]=[CH:7][C:4]=1[CH2:5][NH:31][C:32]1([C:35]([OH:37])=[O:36])[CH2:34][CH2:33]1)[CH3:2].